Task: Regression. Given two drug SMILES strings and cell line genomic features, predict the synergy score measuring deviation from expected non-interaction effect.. Dataset: NCI-60 drug combinations with 297,098 pairs across 59 cell lines (1) Drug 1: CCC1(CC2CC(C3=C(CCN(C2)C1)C4=CC=CC=C4N3)(C5=C(C=C6C(=C5)C78CCN9C7C(C=CC9)(C(C(C8N6C)(C(=O)OC)O)OC(=O)C)CC)OC)C(=O)OC)O.OS(=O)(=O)O. Drug 2: COC1=NC(=NC2=C1N=CN2C3C(C(C(O3)CO)O)O)N. Cell line: RXF 393. Synergy scores: CSS=-1.78, Synergy_ZIP=1.06, Synergy_Bliss=1.39, Synergy_Loewe=-3.16, Synergy_HSA=-3.15. (2) Drug 1: C#CCC(CC1=CN=C2C(=N1)C(=NC(=N2)N)N)C3=CC=C(C=C3)C(=O)NC(CCC(=O)O)C(=O)O. Drug 2: CCN(CC)CCCC(C)NC1=C2C=C(C=CC2=NC3=C1C=CC(=C3)Cl)OC. Cell line: SK-OV-3. Synergy scores: CSS=18.5, Synergy_ZIP=-6.32, Synergy_Bliss=-2.85, Synergy_Loewe=0.259, Synergy_HSA=0.613. (3) Drug 1: C1=NC2=C(N=C(N=C2N1C3C(C(C(O3)CO)O)O)F)N. Drug 2: C(=O)(N)NO. Cell line: UACC62. Synergy scores: CSS=3.81, Synergy_ZIP=3.79, Synergy_Bliss=-2.29, Synergy_Loewe=-6.43, Synergy_HSA=-3.86. (4) Drug 1: C1=CC(=C2C(=C1NCCNCCO)C(=O)C3=C(C=CC(=C3C2=O)O)O)NCCNCCO. Drug 2: CC=C1C(=O)NC(C(=O)OC2CC(=O)NC(C(=O)NC(CSSCCC=C2)C(=O)N1)C(C)C)C(C)C. Cell line: HS 578T. Synergy scores: CSS=69.2, Synergy_ZIP=0.223, Synergy_Bliss=0.121, Synergy_Loewe=0.946, Synergy_HSA=4.74. (5) Drug 1: C1CC(=O)NC(=O)C1N2CC3=C(C2=O)C=CC=C3N. Drug 2: CC1=C2C(C(=O)C3(C(CC4C(C3C(C(C2(C)C)(CC1OC(=O)C(C(C5=CC=CC=C5)NC(=O)C6=CC=CC=C6)O)O)OC(=O)C7=CC=CC=C7)(CO4)OC(=O)C)O)C)OC(=O)C. Cell line: 786-0. Synergy scores: CSS=20.5, Synergy_ZIP=0.673, Synergy_Bliss=-6.63, Synergy_Loewe=-27.5, Synergy_HSA=-4.83. (6) Drug 1: C1C(C(OC1N2C=NC(=NC2=O)N)CO)O. Drug 2: N.N.Cl[Pt+2]Cl. Cell line: UO-31. Synergy scores: CSS=16.9, Synergy_ZIP=-7.96, Synergy_Bliss=-1.60, Synergy_Loewe=2.69, Synergy_HSA=3.18. (7) Drug 2: C1=NC(=NC(=O)N1C2C(C(C(O2)CO)O)O)N. Drug 1: C1=NC2=C(N1)C(=S)N=C(N2)N. Cell line: SK-MEL-5. Synergy scores: CSS=27.1, Synergy_ZIP=0.928, Synergy_Bliss=1.49, Synergy_Loewe=-4.35, Synergy_HSA=-1.76. (8) Drug 2: CC1C(C(CC(O1)OC2CC(CC3=C2C(=C4C(=C3O)C(=O)C5=C(C4=O)C(=CC=C5)OC)O)(C(=O)CO)O)N)O.Cl. Synergy scores: CSS=31.1, Synergy_ZIP=1.62, Synergy_Bliss=2.12, Synergy_Loewe=-26.2, Synergy_HSA=0.475. Drug 1: C1=CC(=CC=C1CCCC(=O)O)N(CCCl)CCCl. Cell line: OVCAR-4. (9) Cell line: COLO 205. Synergy scores: CSS=7.05, Synergy_ZIP=-0.359, Synergy_Bliss=3.51, Synergy_Loewe=-11.3, Synergy_HSA=-3.97. Drug 2: CC(C1=C(C=CC(=C1Cl)F)Cl)OC2=C(N=CC(=C2)C3=CN(N=C3)C4CCNCC4)N. Drug 1: CS(=O)(=O)C1=CC(=C(C=C1)C(=O)NC2=CC(=C(C=C2)Cl)C3=CC=CC=N3)Cl.